Predict the product of the given reaction. From a dataset of Forward reaction prediction with 1.9M reactions from USPTO patents (1976-2016). (1) Given the reactants [ClH:1].C(N(CC)CCNC(C1C=CC2C(=CC=C(I)C=2)C=1)=O)C.[CH2:23]([N:25]([CH2:46][CH3:47])[CH2:26][CH2:27][NH:28][C:29]([C:31]1[C:44]2[C:35](=[N:36][C:37]3[C:42]([N:43]=2)=[CH:41][CH:40]=[C:39]([I:45])[CH:38]=3)[CH:34]=[CH:33][CH:32]=1)=[O:30])[CH3:24].[K+].[Br-], predict the reaction product. The product is: [ClH:1].[ClH:1].[CH2:46]([N:25]([CH2:23][CH3:24])[CH2:26][CH2:27][NH:28][C:29]([C:31]1[C:44]2[C:35](=[N:36][C:37]3[C:42]([N:43]=2)=[CH:41][CH:40]=[C:39]([I:45])[CH:38]=3)[CH:34]=[CH:33][CH:32]=1)=[O:30])[CH3:47]. (2) Given the reactants [C:1]([C:3]1[CH:4]=[C:5]([NH:22][C:23]2[N:28]=[C:27]([O:29][C:30]3[C:39]4[C:34](=[CH:35][CH:36]=[CH:37][CH:38]=4)[C:33]([NH:40]C(=O)OC(C)(C)C)=[CH:32][CH:31]=3)[CH:26]=[CH:25][N:24]=2)[CH:6]=[C:7]([C:9](=[O:21])[NH:10][CH2:11][CH2:12][O:13][CH2:14][CH2:15][O:16][CH2:17][CH2:18][O:19][CH3:20])[CH:8]=1)#[CH:2].C(O)(C(F)(F)F)=O, predict the reaction product. The product is: [NH2:40][C:33]1[C:34]2[C:39](=[CH:38][CH:37]=[CH:36][CH:35]=2)[C:30]([O:29][C:27]2[CH:26]=[CH:25][N:24]=[C:23]([NH:22][C:5]3[CH:6]=[C:7]([CH:8]=[C:3]([C:1]#[CH:2])[CH:4]=3)[C:9]([NH:10][CH2:11][CH2:12][O:13][CH2:14][CH2:15][O:16][CH2:17][CH2:18][O:19][CH3:20])=[O:21])[N:28]=2)=[CH:31][CH:32]=1.